From a dataset of Full USPTO retrosynthesis dataset with 1.9M reactions from patents (1976-2016). Predict the reactants needed to synthesize the given product. (1) Given the product [F:15][C:2]([F:1])([F:14])[C:3]1[CH:12]=[C:11]2[C:6]([CH:7]=[CH:8][N:9]=[C:10]2[NH:13][C:17](=[O:18])[O:19][CH2:20][C:21]2[CH:26]=[CH:25][CH:24]=[CH:23][CH:22]=2)=[CH:5][CH:4]=1, predict the reactants needed to synthesize it. The reactants are: [F:1][C:2]([F:15])([F:14])[C:3]1[CH:12]=[C:11]2[C:6]([CH:7]=[CH:8][N:9]=[C:10]2[NH2:13])=[CH:5][CH:4]=1.Cl[C:17]([O:19][CH2:20][C:21]1[CH:26]=[CH:25][CH:24]=[CH:23][CH:22]=1)=[O:18].CN1CCOCC1. (2) The reactants are: [CH3:1][C:2](=C)[CH2:3][C:4]1([C:17]([O:19][CH3:20])=[O:18])[CH2:9][CH2:8][N:7]([C:10]([O:12][C:13]([CH3:16])([CH3:15])[CH3:14])=[O:11])[CH2:6][CH2:5]1.I([O-])(=O)(=O)=[O:23].[Na+]. Given the product [O:23]=[C:2]([CH3:1])[CH2:3][C:4]1([C:17]([O:19][CH3:20])=[O:18])[CH2:9][CH2:8][N:7]([C:10]([O:12][C:13]([CH3:16])([CH3:15])[CH3:14])=[O:11])[CH2:6][CH2:5]1, predict the reactants needed to synthesize it. (3) Given the product [Br:1][C:2]1[CH:3]=[CH:4][C:5]2[S:9](=[O:11])(=[O:10])[N:8]([CH2:12][CH2:13][S:14]([CH3:15])=[O:22])[CH2:7][C:6]=2[CH:16]=1, predict the reactants needed to synthesize it. The reactants are: [Br:1][C:2]1[CH:3]=[CH:4][C:5]2[S:9](=[O:11])(=[O:10])[N:8]([CH2:12][CH2:13][S:14][CH3:15])[CH2:7][C:6]=2[CH:16]=1.ClC1C=C(C=CC=1)C(OO)=[O:22]. (4) Given the product [Br:1][C:2]1[CH:9]=[C:8]([O:10][CH2:20][CH2:19][CH2:18][Br:17])[CH:7]=[CH:6][C:3]=1[CH:4]=[O:5], predict the reactants needed to synthesize it. The reactants are: [Br:1][C:2]1[CH:9]=[C:8]([OH:10])[CH:7]=[CH:6][C:3]=1[CH:4]=[O:5].C([O-])([O-])=O.[Cs+].[Cs+].[Br:17][CH2:18][CH2:19][CH2:20]Br. (5) Given the product [C:20]([N:21]=[C:10]([NH2:14])[CH2:9][C:4]1[CH:5]=[CH:6][CH:7]=[CH:8][C:3]=1[CH3:2])#[N:19], predict the reactants needed to synthesize it. The reactants are: Cl.[CH3:2][C:3]1[CH:8]=[CH:7][CH:6]=[CH:5][C:4]=1[CH2:9][C:10](=[NH:14])OCC.[O-]CC.[Na+].[N:19]#[C:20][NH2:21]. (6) Given the product [Cl:19][C:20]1[CH:27]=[CH:26][C:25]([C:28]([F:29])([F:30])[F:31])=[CH:24][C:21]=1/[CH:22]=[C:8]1/[C:9](=[O:12])[C:10]2[C:6]([CH2:7]/1)=[CH:5][C:4]([N:13]1[CH2:14][CH2:15][O:16][CH2:17][CH2:18]1)=[C:3]([O:2][CH3:1])[CH:11]=2, predict the reactants needed to synthesize it. The reactants are: [CH3:1][O:2][C:3]1[CH:11]=[C:10]2[C:6]([CH2:7][CH2:8][C:9]2=[O:12])=[CH:5][C:4]=1[N:13]1[CH2:18][CH2:17][O:16][CH2:15][CH2:14]1.[Cl:19][C:20]1[CH:27]=[CH:26][C:25]([C:28]([F:31])([F:30])[F:29])=[CH:24][C:21]=1[CH:22]=O.CC1C=CC(S(O)(=O)=O)=CC=1. (7) Given the product [CH3:38][O:39][N:40]=[C:11]([C:13]1[N:14]=[C:15]([CH:18]2[CH2:23][CH2:22][N:21]([C:24](=[O:36])[CH2:25][N:26]3[C:30]([CH3:31])=[CH:29][C:28]([C:32]([F:33])([F:34])[F:35])=[N:27]3)[CH2:20][CH2:19]2)[S:16][CH:17]=1)[CH:10]=[CH:9][C:3]1[C:2]([F:1])=[CH:7][CH:6]=[CH:5][C:4]=1[F:8], predict the reactants needed to synthesize it. The reactants are: [F:1][C:2]1[CH:7]=[CH:6][CH:5]=[C:4]([F:8])[C:3]=1[CH:9]=[CH:10][C:11]([C:13]1[N:14]=[C:15]([CH:18]2[CH2:23][CH2:22][N:21]([C:24](=[O:36])[CH2:25][N:26]3[C:30]([CH3:31])=[CH:29][C:28]([C:32]([F:35])([F:34])[F:33])=[N:27]3)[CH2:20][CH2:19]2)[S:16][CH:17]=1)=O.Cl.[CH3:38][O:39][NH2:40]. (8) Given the product [CH:18]1[CH:19]=[CH:20][C:21]([C:24]2[C:7]([OH:8])=[CH:4][CH:3]=[CH:2][CH:1]=2)=[CH:22][CH:23]=1, predict the reactants needed to synthesize it. The reactants are: [CH:1]1C=C[C:4]([CH2:7][O:8]C[O:8][CH2:7][C:4]2C=C[CH:1]=[CH:2][CH:3]=2)=[CH:3][CH:2]=1.[CH:18]1[CH:23]=[CH:22][C:21]([CH2:24]OCO)=[CH:20][CH:19]=1.